This data is from Reaction yield outcomes from USPTO patents with 853,638 reactions. The task is: Predict the reaction yield, written as a fraction of the theoretical maximum amount of product (1.0 means a 100% yield; for example, 0.34 means a 34% yield). (1) The reactants are CC1(C)O[C@H](CN2C=CC(N[C:14](=[O:35])[C@@H:15]([N:20]3[CH2:24][C:23]([O:25][C:26]4[CH:31]=[CH:30][CH:29]=[C:28](Br)[C:27]=4[F:33])=[CH:22][C:21]3=[O:34])[CH2:16][CH:17]([CH3:19])[CH3:18])=N2)CO1.[C:37]1(P(C2C=CC=CC=2)C2C=CC3C(=CC=CC=3)C=2C2C3C(=CC=CC=3)C=CC=2P(C2C=CC=CC=2)C2C=CC=CC=2)C=CC=CC=1.[C:83](=[O:86])([O-])[O-].[Cs+].[Cs+].[NH:89]1[CH2:93][CH2:92][CH2:91][CH2:90]1. The catalyst is O1CCOCC1.C(OCC)(=O)C.C([O-])(=O)C.[Pd+2].C([O-])(=O)C. The product is [CH2:83]([O:86][C:14](=[O:35])[C@@H:15]([N:20]1[CH2:24][C:23]([O:25][C:26]2[CH:31]=[CH:30][CH:29]=[C:28]([N:89]3[CH2:93][CH2:92][CH2:91][CH2:90]3)[C:27]=2[F:33])=[CH:22][C:21]1=[O:34])[CH2:16][CH:17]([CH3:18])[CH3:19])[CH3:37]. The yield is 0.410. (2) The reactants are [NH2:1][C:2]1[CH:7]=[CH:6][C:5]([C:8]2[C:9]([NH2:17])=[N:10][C:11]([NH2:16])=[N:12][C:13]=2[CH2:14][CH3:15])=[CH:4][C:3]=1[CH3:18].[CH3:19][S:20]([C:23]1[CH:30]=[CH:29][C:26]([CH:27]=O)=[CH:25][CH:24]=1)(=[O:22])=[O:21].[BH3-]C#N.[Na+]. The catalyst is CO. The product is [CH2:14]([C:13]1[N:12]=[C:11]([NH2:16])[N:10]=[C:9]([NH2:17])[C:8]=1[C:5]1[CH:6]=[CH:7][C:2]([NH:1][CH2:27][C:26]2[CH:25]=[CH:24][C:23]([S:20]([CH3:19])(=[O:22])=[O:21])=[CH:30][CH:29]=2)=[C:3]([CH3:18])[CH:4]=1)[CH3:15]. The yield is 0.280. (3) The reactants are Br[C:2]1[S:6][C:5]2[C:7](=[O:22])[CH:8]([C:18]([O:20][CH3:21])=[O:19])[CH:9]([C:10]3[CH:15]=[CH:14][C:13]([Cl:16])=[C:12]([Cl:17])[CH:11]=3)[C:4]=2[CH:3]=1.[NH:23]1[CH2:28][CH2:27][O:26][CH2:25][CH2:24]1.C1(P(C2C=CC=CC=2)C2C3OC4C(=CC=CC=4P(C4C=CC=CC=4)C4C=CC=CC=4)C(C)(C)C=3C=CC=2)C=CC=CC=1.C(=O)([O-])[O-].[Cs+].[Cs+]. The catalyst is O1CCOCC1.C1C=CC(/C=C/C(/C=C/C2C=CC=CC=2)=O)=CC=1.C1C=CC(/C=C/C(/C=C/C2C=CC=CC=2)=O)=CC=1.C1C=CC(/C=C/C(/C=C/C2C=CC=CC=2)=O)=CC=1.[Pd].[Pd]. The product is [Cl:17][C:12]1[CH:11]=[C:10]([CH:9]2[C:4]3[CH:3]=[C:2]([N:23]4[CH2:28][CH2:27][O:26][CH2:25][CH2:24]4)[S:6][C:5]=3[C:7](=[O:22])[CH:8]2[C:18]([O:20][CH3:21])=[O:19])[CH:15]=[CH:14][C:13]=1[Cl:16]. The yield is 0.00300. (4) The reactants are Br[C:2]1[CH:6]=[CH:5][N:4]([Si:7]([CH:14]([CH3:16])[CH3:15])([CH:11]([CH3:13])[CH3:12])[CH:8]([CH3:10])[CH3:9])[CH:3]=1.C([Li])CCC.CN([CH:25]=[O:26])C. The catalyst is C1COCC1. The product is [CH:8]([Si:7]([CH:14]([CH3:16])[CH3:15])([CH:11]([CH3:13])[CH3:12])[N:4]1[CH:5]=[CH:6][C:2]([CH:25]=[O:26])=[CH:3]1)([CH3:10])[CH3:9]. The yield is 1.00. (5) The reactants are O1[C:5]2([CH2:10][CH2:9][CH:8]([N:11]3[C:16](=[O:17])[C:15]([CH2:18][C:19]4[CH:24]=[CH:23][C:22]([C:25]5[CH:30]=[CH:29][CH:28]=[CH:27][C:26]=5[C:31]5[NH:35][C:34](=[O:36])[O:33][N:32]=5)=[CH:21][CH:20]=4)=[C:14]([CH2:37][CH2:38][CH3:39])[N:13]4[N:40]=[CH:41][N:42]=[C:12]34)[CH2:7][CH2:6]2)[O:4]CC1.Cl.O1CCCC1. The catalyst is C(OCC)(=O)C. The product is [O:4]=[C:5]1[CH2:10][CH2:9][CH:8]([N:11]2[C:16](=[O:17])[C:15]([CH2:18][C:19]3[CH:20]=[CH:21][C:22]([C:25]4[CH:30]=[CH:29][CH:28]=[CH:27][C:26]=4[C:31]4[NH:35][C:34](=[O:36])[O:33][N:32]=4)=[CH:23][CH:24]=3)=[C:14]([CH2:37][CH2:38][CH3:39])[N:13]3[N:40]=[CH:41][N:42]=[C:12]23)[CH2:7][CH2:6]1. The yield is 0.810. (6) The reactants are [S:1]1[CH:5]=[C:4]([CH2:6][N:7]2[C:15]3[C:10](=[CH:11][C:12]([NH:16][C:17]4[C:26]5[C:21](=[CH:22][CH:23]=[CH:24][C:25]=5[O:27][C@@H:28]([CH3:33])[C:29]([O:31]C)=O)[N:20]=[CH:19][N:18]=4)=[CH:13][CH:14]=3)[CH:9]=[N:8]2)[N:3]=[CH:2]1.[CH3:34][NH2:35]. No catalyst specified. The product is [CH3:34][NH:35][C:29](=[O:31])[C@@H:28]([O:27][C:25]1[CH:24]=[CH:23][CH:22]=[C:21]2[C:26]=1[C:17]([NH:16][C:12]1[CH:11]=[C:10]3[C:15](=[CH:14][CH:13]=1)[N:7]([CH2:6][C:4]1[N:3]=[CH:2][S:1][CH:5]=1)[N:8]=[CH:9]3)=[N:18][CH:19]=[N:20]2)[CH3:33]. The yield is 0.850. (7) The reactants are [OH:1][CH2:2][C:3]1[C:4]([C:16]2[CH:21]=[CH:20][C:19]([O:22][C:23](=[O:31])[C:24]3[CH:29]=[CH:28][CH:27]=[CH:26][C:25]=3[CH3:30])=[CH:18][C:17]=2[O:32][CH3:33])=[CH:5][CH:6]=[C:7]2[C:12]=1[NH:11][C:10](=[O:13])[C:9]([CH3:15])([CH3:14])[NH:8]2.[CH3:34][O:35][C:36]1[CH:41]=[CH:40][C:39]([N+:42]([O-:44])=[O:43])=[CH:38][C:37]=1O.C(P(CCCC)CCCC)CCC.N(C(N1CCCCC1)=O)=NC(N1CCCCC1)=O. The catalyst is O1CCCC1. The product is [CH3:33][O:32][C:17]1[CH:18]=[C:19]([O:22][C:23](=[O:31])[C:24]2[CH:29]=[CH:28][CH:27]=[CH:26][C:25]=2[CH3:30])[CH:20]=[CH:21][C:16]=1[C:4]1[C:3]([CH2:2][O:1][C:37]2[CH:38]=[C:39]([N+:42]([O-:44])=[O:43])[CH:40]=[CH:41][C:36]=2[O:35][CH3:34])=[C:12]2[C:7]([NH:8][C:9]([CH3:14])([CH3:15])[C:10](=[O:13])[NH:11]2)=[CH:6][CH:5]=1. The yield is 0.410.